Predict the reactants needed to synthesize the given product. From a dataset of Full USPTO retrosynthesis dataset with 1.9M reactions from patents (1976-2016). (1) The reactants are: [Br:1][C:2]1[C:3]([O:11][CH3:12])=[CH:4][C:5]([Cl:10])=[C:6]([CH:9]=1)[C:7]#N.[OH2:13].[OH-:14].[Na+]. Given the product [Br:1][C:2]1[C:3]([O:11][CH3:12])=[CH:4][C:5]([Cl:10])=[C:6]([CH:9]=1)[C:7]([OH:14])=[O:13], predict the reactants needed to synthesize it. (2) Given the product [CH2:11]([NH:18][C:19]([O:1][CH:2]([CH3:10])/[CH:3]=[CH:4]/[C:5]([O:7][CH2:8][CH3:9])=[O:6])=[O:20])[C:12]1[CH:17]=[CH:16][CH:15]=[CH:14][CH:13]=1, predict the reactants needed to synthesize it. The reactants are: [OH:1][CH:2]([CH3:10])/[CH:3]=[CH:4]/[C:5]([O:7][CH2:8][CH3:9])=[O:6].[CH2:11]([N:18]=[C:19]=[O:20])[C:12]1[CH:17]=[CH:16][CH:15]=[CH:14][CH:13]=1.